From a dataset of hERG Central: cardiac toxicity at 1µM, 10µM, and general inhibition. Predict hERG channel inhibition at various concentrations. (1) The molecule is COc1cc(CN2CCCC(C(=O)c3sccc3C)C2)cc(Cl)c1O. Results: hERG_inhib (hERG inhibition (general)): blocker. (2) The compound is N#Cc1ccsc1NC(=O)C1CCN(C(=O)c2ccc(Cl)cc2)CC1. Results: hERG_inhib (hERG inhibition (general)): blocker. (3) The compound is O=C(c1cccc(Cl)c1)N1CCC(=O)N(C(COCc2ccccc2)Cc2ccccc2)CC1. Results: hERG_inhib (hERG inhibition (general)): blocker. (4) The drug is CC1(C)CC2CC(C)(CN2S(=O)(=O)c2cccc(C(=O)OCC(=O)NC(N)=O)c2)C1. Results: hERG_inhib (hERG inhibition (general)): blocker. (5) The compound is COc1cccc(OC)c1CN1CCCC(C(=O)c2cccc(Cl)c2)C1. Results: hERG_inhib (hERG inhibition (general)): blocker.